Dataset: Catalyst prediction with 721,799 reactions and 888 catalyst types from USPTO. Task: Predict which catalyst facilitates the given reaction. (1) Reactant: Cl.[Cl:2][C:3]1[CH:23]=[C:22]([Cl:24])[CH:21]=[CH:20][C:4]=1[C:5]([NH:7][C@H:8]([C:10]1([C:14]2[CH:19]=[CH:18][CH:17]=[CH:16][N:15]=2)[CH2:13][NH:12][CH2:11]1)[CH3:9])=[O:6].CCN(C(C)C)C(C)C.[CH2:34]([S:37](Cl)(=[O:39])=[O:38])[CH2:35][CH3:36]. Product: [Cl:2][C:3]1[CH:23]=[C:22]([Cl:24])[CH:21]=[CH:20][C:4]=1[C:5]([NH:7][C@H:8]([C:10]1([C:14]2[CH:19]=[CH:18][CH:17]=[CH:16][N:15]=2)[CH2:13][N:12]([S:37]([CH2:34][CH2:35][CH3:36])(=[O:39])=[O:38])[CH2:11]1)[CH3:9])=[O:6]. The catalyst class is: 2. (2) Reactant: C([N:8]1[CH2:27][CH2:26][C:11]2[N:12]=[CH:13][N:14]=[C:15]([O:16][C@H:17]3[CH2:21][CH2:20][N:19]([C:22](=[O:25])[CH2:23][CH3:24])[CH2:18]3)[C:10]=2[CH2:9]1)C1C=CC=CC=1.C([O-])=O.[NH4+]. Product: [N:12]1[C:11]2[CH2:26][CH2:27][NH:8][CH2:9][C:10]=2[C:15]([O:16][C@H:17]2[CH2:21][CH2:20][N:19]([C:22](=[O:25])[CH2:23][CH3:24])[CH2:18]2)=[N:14][CH:13]=1. The catalyst class is: 105. (3) Product: [S:4]1[CH2:5][CH2:6][N:1]([S:22]([C:17]2[CH:18]=[CH:19][CH:20]=[CH:21][C:16]=2[C:14]#[N:15])(=[O:24])=[O:23])[CH2:2][CH2:3]1. The catalyst class is: 1. Reactant: [NH:1]1[CH2:6][CH2:5][S:4][CH2:3][CH2:2]1.C(N(CC)CC)C.[C:14]([C:16]1[CH:21]=[CH:20][CH:19]=[CH:18][C:17]=1[S:22](Cl)(=[O:24])=[O:23])#[N:15]. (4) Reactant: [C:1]([C@H:3]1[CH2:7][N:6](C(OC(C)(C)C)=O)[C@H:5]([C:15](=[O:31])[NH:16][C:17]2[CH:22]=[CH:21][C:20]([O:23][C:24]3[CH:29]=[CH:28][C:27]([F:30])=[CH:26][CH:25]=3)=[CH:19][CH:18]=2)[CH2:4]1)#[N:2]. Product: [C:1]([C@H:3]1[CH2:7][NH:6][C@H:5]([C:15]([NH:16][C:17]2[CH:18]=[CH:19][C:20]([O:23][C:24]3[CH:25]=[CH:26][C:27]([F:30])=[CH:28][CH:29]=3)=[CH:21][CH:22]=2)=[O:31])[CH2:4]1)#[N:2]. The catalyst class is: 33. (5) Reactant: [CH2:1]([O:8][C:9](=[O:21])[NH:10][CH2:11][C:12]([N:14]1[CH2:20][CH2:19][CH2:18][NH:17][CH2:16][CH2:15]1)=O)[C:2]1[CH:7]=[CH:6][CH:5]=[CH:4][CH:3]=1.[H-].[Al+3].[Li+].[H-].[H-].[H-]. Product: [CH2:1]([O:8][C:9](=[O:21])[NH:10][CH2:11][CH2:12][N:14]1[CH2:20][CH2:19][CH2:18][NH:17][CH2:16][CH2:15]1)[C:2]1[CH:7]=[CH:6][CH:5]=[CH:4][CH:3]=1. The catalyst class is: 1. (6) Reactant: [CH2:1]([C:3]1[CH:8]=[C:7]([OH:9])[CH:6]=[CH:5][C:4]=1[C:10]1[N:14]=[C:13]([C:15]2[CH:16]=[CH:17][C:18]([O:23][CH:24]([CH3:26])[CH3:25])=[C:19]([CH:22]=2)[C:20]#[N:21])[O:12][N:11]=1)[CH3:2].C(=O)([O-])[O-].[K+].[K+].[Br:33][CH2:34][CH2:35][CH2:36]Br. Product: [Br:33][CH2:34][CH2:35][CH2:36][O:9][C:7]1[CH:6]=[CH:5][C:4]([C:10]2[N:14]=[C:13]([C:15]3[CH:16]=[CH:17][C:18]([O:23][CH:24]([CH3:25])[CH3:26])=[C:19]([CH:22]=3)[C:20]#[N:21])[O:12][N:11]=2)=[C:3]([CH2:1][CH3:2])[CH:8]=1. The catalyst class is: 42. (7) Reactant: [Cl:1][C:2]1[C:7]([O:8][C:9]2[C:14]([C:15]([F:18])([F:17])[F:16])=[CH:13][CH:12]=[CH:11][N:10]=2)=[CH:6][C:5]([NH:19][C:20](=[O:25])[CH2:21][NH:22][CH2:23][CH3:24])=[C:4]([F:26])[CH:3]=1.[CH3:27][OH:28].C(Cl)Cl. Product: [Cl:1][C:2]1[C:7]([O:8][C:9]2[C:14]([C:15]([F:16])([F:18])[F:17])=[CH:13][CH:12]=[CH:11][N:10]=2)=[CH:6][C:5]([N:19]2[C:20](=[O:25])[CH2:21][N:22]([CH2:23][CH3:24])[C:27]2=[O:28])=[C:4]([F:26])[CH:3]=1. The catalyst class is: 11. (8) Reactant: [C:1]([O:7][CH2:8][CH3:9])(=[O:6])[CH2:2][C:3]([CH3:5])=[O:4].[Cl-].[Mg+2].[Cl-].N1C=CC=CC=1.[C:19](Cl)(=[O:26])[C:20]1[CH:25]=[CH:24][N:23]=[CH:22][CH:21]=1. Product: [CH2:8]([O:7][C:1](=[O:6])[CH:2]([C:19]([C:20]1[CH:25]=[CH:24][N:23]=[CH:22][CH:21]=1)=[O:26])[C:3](=[O:4])[CH3:5])[CH3:9]. The catalyst class is: 2. (9) Reactant: [C:1]1(=[O:7])[O:6][C:4](=[O:5])[CH:3]=[CH:2]1.[N:8]([CH2:15][CH2:16][OH:17])([CH2:12][CH2:13][OH:14])[CH2:9][CH2:10][OH:11]. Product: [C:4]1(=[O:5])[O:6][C:1](=[O:7])[CH:2]=[CH:3]1.[N:8]([CH2:15][CH2:16][OH:17])([CH2:12][CH2:13][OH:14])[CH2:9][CH2:10][OH:11]. The catalyst class is: 11.